This data is from Reaction yield outcomes from USPTO patents with 853,638 reactions. The task is: Predict the reaction yield, written as a fraction of the theoretical maximum amount of product (1.0 means a 100% yield; for example, 0.34 means a 34% yield). (1) The reactants are Br[CH:2]([C:17]1[CH:22]=[CH:21][CH:20]=[CH:19][CH:18]=1)[C:3]([C:5]1[C:13]2[C:8](=[C:9]([CH2:14][CH2:15][OH:16])[CH:10]=[CH:11][CH:12]=2)[NH:7][CH:6]=1)=[O:4].[CH3:23][O:24][C:25]1[CH:26]=[C:27]([CH:29]=[C:30]([O:32][CH3:33])[CH:31]=1)[NH2:28]. The catalyst is C(#N)C. The product is [CH3:33][O:32][C:30]1[CH:29]=[C:27]([NH:28][CH:2]([C:17]2[CH:22]=[CH:21][CH:20]=[CH:19][CH:18]=2)[C:3]([C:5]2[C:13]3[C:8](=[C:9]([CH2:14][CH2:15][OH:16])[CH:10]=[CH:11][CH:12]=3)[NH:7][CH:6]=2)=[O:4])[CH:26]=[C:25]([O:24][CH3:23])[CH:31]=1. The yield is 0.610. (2) The reactants are [Br:1][C:2]1[CH:7]=[CH:6][C:5]([C@@H:8]([N:10]([CH2:15][CH2:16][C:17]([OH:28])([C:22]2[CH:27]=[CH:26][CH:25]=[CH:24][CH:23]=2)[CH2:18][C:19]([CH3:21])=[CH2:20])[C:11](=O)[O:12]C)[CH3:9])=[CH:4][CH:3]=1.[H-].[Na+]. The catalyst is C1COCC1. The product is [Br:1][C:2]1[CH:3]=[CH:4][C:5]([C@@H:8]([N:10]2[CH2:15][CH2:16][C@:17]([CH2:18][C:19]([CH3:21])=[CH2:20])([C:22]3[CH:23]=[CH:24][CH:25]=[CH:26][CH:27]=3)[O:28][C:11]2=[O:12])[CH3:9])=[CH:6][CH:7]=1. The yield is 0.345.